Dataset: Forward reaction prediction with 1.9M reactions from USPTO patents (1976-2016). Task: Predict the product of the given reaction. (1) The product is: [F:9][C:8]([F:10])=[C:7]([F:13])[F:12].[F:17][C:18]([F:25])([F:24])[C:19]([F:23])=[C:20]([F:22])[F:21].[C:1]([F:16])([O:5][C:6]([F:14])([F:15])[C:7]([F:12])([F:13])[C:8]([F:9])([F:11])[F:10])=[C:2]([F:4])[F:3]. Given the reactants [C:1]([F:16])([O:5][C:6]([F:15])([F:14])[C:7]([F:13])([F:12])[C:8]([F:11])([F:10])[F:9])=[C:2]([F:4])[F:3].[F:17][C:18]([F:25])([F:24])[C:19]([F:23])=[C:20]([F:22])[F:21].FC(F)=C(F)F.C(OOC(OCCC)=O)(OCCC)=O, predict the reaction product. (2) Given the reactants [Cl:1][C:2]1[CH:22]=[CH:21][C:5]([CH2:6][CH:7]([C:18](=O)[CH3:19])[C:8]([O:10][CH2:11][C:12]2[CH:17]=[CH:16][CH:15]=[CH:14][CH:13]=2)=[O:9])=[CH:4][CH:3]=1.N.C([BH3-])#[N:25].[Na+], predict the reaction product. The product is: [NH2:25][CH:18]([CH3:19])[CH:7]([CH2:6][C:5]1[CH:21]=[CH:22][C:2]([Cl:1])=[CH:3][CH:4]=1)[C:8]([O:10][CH2:11][C:12]1[CH:17]=[CH:16][CH:15]=[CH:14][CH:13]=1)=[O:9]. (3) Given the reactants [F:1]/[C:2](=[C:8](/[C:10]1[CH:11]=[C:12]2[C:17](=[CH:18][C:19]=1[O:20][CH3:21])[O:16][C:15]([CH3:23])([CH3:22])[CH:14]=[C:13]2[CH:24]([CH3:26])[CH3:25])\[CH3:9])/[C:3](OCC)=[O:4].[H-].C([Al+]CC(C)C)C(C)C, predict the reaction product. The product is: [F:1]/[C:2](=[C:8](/[C:10]1[CH:11]=[C:12]2[C:17](=[CH:18][C:19]=1[O:20][CH3:21])[O:16][C:15]([CH3:23])([CH3:22])[CH:14]=[C:13]2[CH:24]([CH3:26])[CH3:25])\[CH3:9])/[CH2:3][OH:4]. (4) Given the reactants [CH3:1][O:2][C:3]1[CH:8]=[CH:7][N:6]=[C:5]([N:9]2[CH2:38][CH2:37][C:11]3([C:15](=[O:16])[N:14]([CH2:17][C:18]4[C:26]5[C:21](=[CH:22][CH:23]=[CH:24][CH:25]=5)[N:20](S(C5C=CC(C)=CC=5)(=O)=O)[CH:19]=4)[CH2:13][CH2:12]3)[CH2:10]2)[N:4]=1.C(=O)([O-])[O-].[Cs+].[Cs+], predict the reaction product. The product is: [NH:20]1[C:21]2[C:26](=[CH:25][CH:24]=[CH:23][CH:22]=2)[C:18]([CH2:17][N:14]2[CH2:13][CH2:12][C:11]3([CH2:37][CH2:38][N:9]([C:5]4[N:4]=[C:3]([O:2][CH3:1])[CH:8]=[CH:7][N:6]=4)[CH2:10]3)[C:15]2=[O:16])=[CH:19]1. (5) The product is: [N:12]1[N:11]=[CH:10][N:8]2[CH:9]=[C:4]([NH2:1])[CH:5]=[CH:6][C:7]=12. Given the reactants [N+:1]([C:4]1[CH:5]=[CH:6][C:7]2[N:8]([CH:10]=[N:11][N:12]=2)[CH:9]=1)([O-])=O, predict the reaction product.